Dataset: Forward reaction prediction with 1.9M reactions from USPTO patents (1976-2016). Task: Predict the product of the given reaction. (1) Given the reactants [CH3:1][O:2][C:3]1[CH:4]=[C:5]2[C:10](=[CH:11][C:12]=1[O:13][CH3:14])[N:9]=[CH:8][CH:7]=[C:6]2[CH2:15][N:16]1[CH2:21][CH2:20][CH:19]([NH2:22])[CH2:18][CH2:17]1.S1C=CN=C1NC(=O)O[C:31]1[CH:36]=[CH:35][C:34]([N+:37]([O-:39])=O)=CC=1.CC[N:43]([CH:47](C)C)C(C)C.C[OH:51], predict the reaction product. The product is: [CH3:1][O:2][C:3]1[CH:4]=[C:5]2[C:10](=[CH:11][C:12]=1[O:13][CH3:14])[N:9]=[CH:8][CH:7]=[C:6]2[CH2:15][N:16]1[CH2:17][CH2:18][CH:19]([NH:22][C:47]([NH:43][C:34]2[CH:35]=[C:36]([CH3:31])[O:39][N:37]=2)=[O:51])[CH2:20][CH2:21]1. (2) The product is: [Cl:1][C:2]1[CH:7]=[C:6]([Cl:8])[CH:5]=[CH:4][C:3]=1[C:9]1[C:29](=[O:30])[N:28]([CH3:31])[C:12]2[N:13]([CH3:27])[C:14]3[C:19]([C:11]=2[CH:10]=1)=[CH:18][C:17]([C:20]1[N:21]=[C:22]([CH2:25][O:26][CH3:33])[S:23][CH:24]=1)=[CH:16][CH:15]=3. Given the reactants [Cl:1][C:2]1[CH:7]=[C:6]([Cl:8])[CH:5]=[CH:4][C:3]=1[C:9]1[C:29](=[O:30])[N:28]([CH3:31])[C:12]2[N:13]([CH3:27])[C:14]3[C:19]([C:11]=2[CH:10]=1)=[CH:18][C:17]([C:20]1[N:21]=[C:22]([CH2:25][OH:26])[S:23][CH:24]=1)=[CH:16][CH:15]=3.I[CH3:33], predict the reaction product. (3) Given the reactants [Br:1][C:2]1[CH:7]=[CH:6][C:5]([Cl:8])=[CH:4][C:3]=1[C@H:9]([NH:11][S@](C(C)(C)C)=O)[CH3:10].CC1OCCC1.Cl.[OH-].[Na+].[O:27](C(OC(C)(C)C)=O)[C:28]([O:30][C:31]([CH3:34])([CH3:33])[CH3:32])=O, predict the reaction product. The product is: [Br:1][C:2]1[CH:7]=[CH:6][C:5]([Cl:8])=[CH:4][C:3]=1[C@H:9]([NH:11][C:28](=[O:27])[O:30][C:31]([CH3:34])([CH3:33])[CH3:32])[CH3:10]. (4) Given the reactants [CH3:1][N:2]1[CH:6]=[CH:5][C:4]([C:7]2[CH:12]=[CH:11][CH:10]=[CH:9][CH:8]=2)=[N:3]1.[CH3:13][N:14]1[C:18]([C:19]2[CH:24]=[CH:23][CH:22]=[CH:21][CH:20]=2)=[CH:17][CH:16]=[N:15]1.C1C(=O)N([Br:32])C(=O)C1, predict the reaction product. The product is: [Br:32][C:5]1[C:4]([C:7]2[CH:8]=[CH:9][CH:10]=[CH:11][CH:12]=2)=[N:3][N:2]([CH3:1])[CH:6]=1.[Br:32][C:17]1[CH:16]=[N:15][N:14]([CH3:13])[C:18]=1[C:19]1[CH:20]=[CH:21][CH:22]=[CH:23][CH:24]=1. (5) Given the reactants B(O)(O)[C:2]1[CH:7]=[CH:6][C:5]2[O:8][CH2:9][O:10][C:4]=2[CH:3]=1.Br[C:14]1[CH:15]=[N:16][CH:17]=[CH:18][CH:19]=1.C([O-])([O-])=O.[Na+].[Na+].CCO, predict the reaction product. The product is: [O:8]1[C:5]2[CH:6]=[CH:7][C:2]([C:14]3[CH:15]=[N:16][CH:17]=[CH:18][CH:19]=3)=[CH:3][C:4]=2[O:10][CH2:9]1. (6) The product is: [CH3:9][O:8][C:6]1[C:5]([C:10]2[CH:11]=[N:12][CH:13]=[CH:14][CH:15]=2)=[CH:4][N:3]=[C:2]([C:18]2[N:19]3[CH:24]=[C:23]([C:25]#[N:26])[CH:22]=[CH:21][C:20]3=[N:16][CH:17]=2)[N:7]=1. Given the reactants Cl[C:2]1[N:7]=[C:6]([O:8][CH3:9])[C:5]([C:10]2[CH:11]=[N:12][CH:13]=[CH:14][CH:15]=2)=[CH:4][N:3]=1.[N:16]1[CH:17]=[CH:18][N:19]2[CH:24]=[C:23]([C:25]#[N:26])[CH:22]=[CH:21][C:20]=12.COC1C=CN=C(C2N3C=C(C#N)C=CC3=NC=2)N=1, predict the reaction product.